From a dataset of Full USPTO retrosynthesis dataset with 1.9M reactions from patents (1976-2016). Predict the reactants needed to synthesize the given product. Given the product [F:15][C:12]1[CH:13]=[C:14]2[C:9]([CH:8]=[CH:7][C:6](=[O:16])[N:5]2[CH2:4][CH2:3][N:43]2[CH2:44][CH2:45][C@H:40]([NH:39][C:38](=[O:47])[O:37][C:33]([CH3:34])([CH3:35])[CH3:36])[C@H:41]([OH:46])[CH2:42]2)=[N:10][CH:11]=1, predict the reactants needed to synthesize it. The reactants are: CO[CH:3](O)[CH2:4][N:5]1[C:14]2[C:9](=[N:10][CH:11]=[C:12]([F:15])[CH:13]=2)[CH:8]=[CH:7][C:6]1=[O:16].CC(N([C@H]1CCNC[C@H]1O)C(=O)[O-])(C)C.[C:33]([O:37][C:38](=[O:47])[NH:39][C@H:40]1[CH2:45][CH2:44][NH:43][CH2:42][C@H:41]1[OH:46])([CH3:36])([CH3:35])[CH3:34].C(O[BH-](OC(=O)C)OC(=O)C)(=O)C.[Na+].